This data is from CYP1A2 inhibition data for predicting drug metabolism from PubChem BioAssay. The task is: Regression/Classification. Given a drug SMILES string, predict its absorption, distribution, metabolism, or excretion properties. Task type varies by dataset: regression for continuous measurements (e.g., permeability, clearance, half-life) or binary classification for categorical outcomes (e.g., BBB penetration, CYP inhibition). Dataset: cyp1a2_veith. (1) The drug is CCOc1cc(CNCCO)cc(Br)c1OCc1ccccc1Cl.Cl. The result is 1 (inhibitor). (2) The compound is Cc1cc2cc3c(C)cc(=O)oc3c(C)c2o1. The result is 1 (inhibitor). (3) The result is 0 (non-inhibitor). The compound is Cc1ccc(C(=O)C(OC(=O)CNC(=O)c2ccc(Cl)cc2)c2ccccc2)cc1. (4) The molecule is O=C1CC(=Nc2ccccc2)NN1c1ccccc1. The result is 1 (inhibitor).